Dataset: Reaction yield outcomes from USPTO patents with 853,638 reactions. Task: Predict the reaction yield, written as a fraction of the theoretical maximum amount of product (1.0 means a 100% yield; for example, 0.34 means a 34% yield). (1) The reactants are [CH3:1][NH:2][C:3]1[C:12]([N+:13]([O-])=O)=[CH:11][CH:10]=[CH:9][C:4]=1[C:5]([O:7][CH3:8])=[O:6]. The catalyst is CO.[Pd]. The product is [NH2:13][C:12]1[C:3]([NH:2][CH3:1])=[C:4]([CH:9]=[CH:10][CH:11]=1)[C:5]([O:7][CH3:8])=[O:6]. The yield is 0.990. (2) The reactants are [Si]([O:8][C@@H:9]([CH3:28])[C@@H:10]([NH:17][C:18]1[CH:25]=[CH:24][C:21]([C:22]#[N:23])=[C:20]([Cl:26])[C:19]=1[CH3:27])[C:11]1[O:12][C:13]([CH3:16])=[N:14][N:15]=1)(C(C)(C)C)(C)C.CCCC[N+](CCCC)(CCCC)CCCC.[F-]. The catalyst is C1COCC1. The product is [Cl:26][C:20]1[C:19]([CH3:27])=[C:18]([NH:17][C@@H:10]([C:11]2[O:12][C:13]([CH3:16])=[N:14][N:15]=2)[C@@H:9]([OH:8])[CH3:28])[CH:25]=[CH:24][C:21]=1[C:22]#[N:23]. The yield is 0.950. (3) The reactants are [Cl:1][C:2]1[CH:7]=[C:6]([Cl:8])[CH:5]=[CH:4][C:3]=1[C:9]1[N:10]([C:20]2[CH:25]=[CH:24][C:23]([O:26][CH3:27])=[CH:22][CH:21]=2)[C:11]([CH3:19])=[C:12]([C:14]([O:16]CC)=[O:15])[N:13]=1.[Li+].[OH-].O.Cl. The catalyst is C1COCC1.C(OC(=O)C)C. The product is [Cl:1][C:2]1[CH:7]=[C:6]([Cl:8])[CH:5]=[CH:4][C:3]=1[C:9]1[N:10]([C:20]2[CH:21]=[CH:22][C:23]([O:26][CH3:27])=[CH:24][CH:25]=2)[C:11]([CH3:19])=[C:12]([C:14]([OH:16])=[O:15])[N:13]=1. The yield is 0.870. (4) The reactants are C([N:4]1[C@@H:8]([C:9]2[CH:14]=[CH:13][C:12]([Cl:15])=[C:11]([N+:16]([O-:18])=[O:17])[CH:10]=2)[CH2:7][CH2:6][C@@H:5]1[C:19]1[CH:24]=[CH:23][C:22]([Cl:25])=[C:21]([N+:26]([O-:28])=[O:27])[CH:20]=1)C=C.O. The catalyst is C(#N)C.C1C=CC(P(C2C=CC=CC=2)C2C=CC=CC=2)=CC=1.C1C=CC(P(C2C=CC=CC=2)C2C=CC=CC=2)=CC=1.C1C=CC(P(C2C=CC=CC=2)C2C=CC=CC=2)=CC=1.[Cl-].[Rh]. The product is [Cl:15][C:12]1[CH:13]=[CH:14][C:9]([C@H:8]2[CH2:7][CH2:6][C@H:5]([C:19]3[CH:24]=[CH:23][C:22]([Cl:25])=[C:21]([N+:26]([O-:28])=[O:27])[CH:20]=3)[NH:4]2)=[CH:10][C:11]=1[N+:16]([O-:18])=[O:17]. The yield is 0.740. (5) The reactants are Br[C:2]1[N:6]2[C:7]3[CH:19]=[CH:18][CH:17]=[N:16][C:8]=3[NH:9][C:10]3[CH:15]=[CH:14][CH:13]=[CH:12][C:11]=3[C:5]2=[N:4][C:3]=1[C:20]1[CH:25]=[CH:24][CH:23]=[CH:22][CH:21]=1.CC1(C)C(C)(C)OB([C:34]2[CH:39]=[CH:38][C:37]([C:40]3([NH:44][C:45](=[O:51])[O:46][C:47]([CH3:50])([CH3:49])[CH3:48])[CH2:43][O:42][CH2:41]3)=[CH:36][CH:35]=2)O1.P([O-])([O-])([O-])=O.[K+].[K+].[K+]. The catalyst is O1CCOCC1.O. The product is [C:20]1([C:3]2[N:4]=[C:5]3[C:11]4[CH:12]=[CH:13][CH:14]=[CH:15][C:10]=4[NH:9][C:8]4[N:16]=[CH:17][CH:18]=[CH:19][C:7]=4[N:6]3[C:2]=2[C:34]2[CH:35]=[CH:36][C:37]([C:40]3([NH:44][C:45](=[O:51])[O:46][C:47]([CH3:49])([CH3:48])[CH3:50])[CH2:43][O:42][CH2:41]3)=[CH:38][CH:39]=2)[CH:21]=[CH:22][CH:23]=[CH:24][CH:25]=1. The yield is 0.810. (6) The reactants are [CH2:1]([O:8][CH2:9][C:10]1([C:22]([O:24]C)=[O:23])[CH2:14][CH2:13][CH2:12][N:11]1[C:15]([O:17][C:18]([CH3:21])([CH3:20])[CH3:19])=[O:16])[C:2]1[CH:7]=[CH:6][CH:5]=[CH:4][CH:3]=1.[OH-].[Na+]. The yield is 0.868. The catalyst is CO. The product is [CH2:1]([O:8][CH2:9][C:10]1([C:22]([OH:24])=[O:23])[CH2:14][CH2:13][CH2:12][N:11]1[C:15]([O:17][C:18]([CH3:19])([CH3:20])[CH3:21])=[O:16])[C:2]1[CH:3]=[CH:4][CH:5]=[CH:6][CH:7]=1. (7) The reactants are [F:1][C:2]1[CH:3]=[CH:4][C:5]([O:12][CH2:13][C:14]2[CH:19]=[CH:18][CH:17]=[CH:16][C:15]=2[C:20]([F:23])([F:22])[F:21])=[C:6]([CH:11]=1)[C:7](OC)=[O:8].ClC1C=CC=CC=1COC1C=CC(F)=CC=1CO. No catalyst specified. The product is [F:1][C:2]1[CH:3]=[CH:4][C:5]([O:12][CH2:13][C:14]2[CH:19]=[CH:18][CH:17]=[CH:16][C:15]=2[C:20]([F:21])([F:22])[F:23])=[C:6]([CH2:7][OH:8])[CH:11]=1. The yield is 0.720. (8) The reactants are C(O)(C(F)(F)F)=O.[F:8][C:9]1[CH:10]=[C:11]([NH:20][C:21]([C@@H:23]2[N:32]([C:33]([C@@H:35]3[CH2:38][C@H:37]([CH2:39][C:40]([O:42]C(C)(C)C)=[O:41])[CH2:36]3)=[O:34])[CH2:31][CH2:30][C:29]3[N:28]=[C:27]([O:47][CH3:48])[CH:26]=[CH:25][C:24]2=3)=[O:22])[CH:12]=[C:13]([F:19])[C:14]=1[Si:15]([CH3:18])([CH3:17])[CH3:16].C(=O)([O-])O.[Na+]. No catalyst specified. The product is [F:8][C:9]1[CH:10]=[C:11]([NH:20][C:21]([C@@H:23]2[N:32]([C:33]([C@@H:35]3[CH2:36][C@H:37]([CH2:39][C:40]([OH:42])=[O:41])[CH2:38]3)=[O:34])[CH2:31][CH2:30][C:29]3[N:28]=[C:27]([O:47][CH3:48])[CH:26]=[CH:25][C:24]2=3)=[O:22])[CH:12]=[C:13]([F:19])[C:14]=1[Si:15]([CH3:18])([CH3:17])[CH3:16]. The yield is 0.741. (9) The reactants are [C:1]1([CH3:9])[CH:6]=[CH:5][C:4]([C:7]#[N:8])=[CH:3][CH:2]=1.C(Cl)(Cl)[Cl:11].C[OH:15]. No catalyst specified. The product is [ClH:11].[CH3:9][C:1]1[CH:6]=[CH:5][C:4]([C:7](=[NH:8])[OH:15])=[CH:3][CH:2]=1. The yield is 0.990.